This data is from NCI-60 drug combinations with 297,098 pairs across 59 cell lines. The task is: Regression. Given two drug SMILES strings and cell line genomic features, predict the synergy score measuring deviation from expected non-interaction effect. (1) Drug 1: CC12CCC(CC1=CCC3C2CCC4(C3CC=C4C5=CN=CC=C5)C)O. Synergy scores: CSS=3.78, Synergy_ZIP=-0.303, Synergy_Bliss=-0.642, Synergy_Loewe=-2.31, Synergy_HSA=-2.36. Cell line: MDA-MB-435. Drug 2: CC1=C(C(CCC1)(C)C)C=CC(=CC=CC(=CC(=O)O)C)C. (2) Drug 1: CCCCCOC(=O)NC1=NC(=O)N(C=C1F)C2C(C(C(O2)C)O)O. Drug 2: C1C(C(OC1N2C=NC(=NC2=O)N)CO)O. Cell line: SW-620. Synergy scores: CSS=10.8, Synergy_ZIP=-3.19, Synergy_Bliss=-0.577, Synergy_Loewe=-13.3, Synergy_HSA=-2.10. (3) Drug 1: C1CN1P(=S)(N2CC2)N3CC3. Drug 2: CC1=C(C=C(C=C1)C(=O)NC2=CC(=CC(=C2)C(F)(F)F)N3C=C(N=C3)C)NC4=NC=CC(=N4)C5=CN=CC=C5. Cell line: SK-MEL-28. Synergy scores: CSS=-0.169, Synergy_ZIP=-0.178, Synergy_Bliss=-1.04, Synergy_Loewe=-3.23, Synergy_HSA=-2.82. (4) Drug 1: C1=CC(=CC=C1CCC2=CNC3=C2C(=O)NC(=N3)N)C(=O)NC(CCC(=O)O)C(=O)O. Drug 2: CS(=O)(=O)CCNCC1=CC=C(O1)C2=CC3=C(C=C2)N=CN=C3NC4=CC(=C(C=C4)OCC5=CC(=CC=C5)F)Cl. Cell line: KM12. Synergy scores: CSS=-1.98, Synergy_ZIP=-2.73, Synergy_Bliss=-11.7, Synergy_Loewe=-16.6, Synergy_HSA=-15.1. (5) Drug 1: C1=CC(=CC=C1C#N)C(C2=CC=C(C=C2)C#N)N3C=NC=N3. Drug 2: C1=NC2=C(N=C(N=C2N1C3C(C(C(O3)CO)O)F)Cl)N. Cell line: HOP-92. Synergy scores: CSS=7.83, Synergy_ZIP=-3.36, Synergy_Bliss=0.702, Synergy_Loewe=-18.2, Synergy_HSA=-6.30. (6) Drug 1: CCC1=CC2CC(C3=C(CN(C2)C1)C4=CC=CC=C4N3)(C5=C(C=C6C(=C5)C78CCN9C7C(C=CC9)(C(C(C8N6C)(C(=O)OC)O)OC(=O)C)CC)OC)C(=O)OC.C(C(C(=O)O)O)(C(=O)O)O. Drug 2: CN(C(=O)NC(C=O)C(C(C(CO)O)O)O)N=O. Cell line: A549. Synergy scores: CSS=32.4, Synergy_ZIP=-2.40, Synergy_Bliss=-4.04, Synergy_Loewe=-25.2, Synergy_HSA=-2.69. (7) Drug 1: CCC1=C2CN3C(=CC4=C(C3=O)COC(=O)C4(CC)O)C2=NC5=C1C=C(C=C5)O. Drug 2: CS(=O)(=O)CCNCC1=CC=C(O1)C2=CC3=C(C=C2)N=CN=C3NC4=CC(=C(C=C4)OCC5=CC(=CC=C5)F)Cl. Cell line: OVCAR-5. Synergy scores: CSS=7.61, Synergy_ZIP=-1.88, Synergy_Bliss=3.27, Synergy_Loewe=3.44, Synergy_HSA=4.31. (8) Drug 1: C1CCC(C1)C(CC#N)N2C=C(C=N2)C3=C4C=CNC4=NC=N3. Drug 2: C1=CC=C(C=C1)NC(=O)CCCCCCC(=O)NO. Cell line: KM12. Synergy scores: CSS=22.4, Synergy_ZIP=-3.78, Synergy_Bliss=-1.68, Synergy_Loewe=-7.42, Synergy_HSA=0.0740.